From a dataset of Full USPTO retrosynthesis dataset with 1.9M reactions from patents (1976-2016). Predict the reactants needed to synthesize the given product. Given the product [C:47]([OH:54])(=[O:53])/[CH:48]=[CH:49]/[C:50]([OH:52])=[O:51].[CH3:55][C:56]([CH3:58])([CH3:57])[CH2:23][NH:22][C:21](=[O:27])[C@H:18]([CH2:19][CH3:20])[CH2:17][C@H:16]([OH:28])[C@@H:15]([NH2:14])[CH2:29][N:30]1[CH2:35][C:34](=[O:36])[N:33]([C:37]2[CH:42]=[CH:41][CH:40]=[CH:39][C:38]=2[Cl:43])[CH2:32][C:31]1([CH3:44])[CH3:45].[NH2:82][C@@H:64]([CH2:65][N:66]1[CH2:71][C:70](=[O:72])[N:69]([C:73]2[CH:78]=[CH:77][CH:76]=[CH:75][C:74]=2[Cl:79])[CH2:68][C:67]1([CH3:80])[CH3:81])[C@@H:63]([OH:83])[CH2:62][C@@H:61]([CH2:84][CH3:85])[C:60]([NH:59][CH2:55][C:56]([CH3:2])([CH3:58])[CH3:57])=[O:86], predict the reactants needed to synthesize it. The reactants are: F[C:2](F)(F)C(O)=O.C(OC(=O)[NH:14][C@@H:15]([CH2:29][N:30]1[CH2:35][C:34](=[O:36])[N:33]([C:37]2[CH:42]=[CH:41][CH:40]=[CH:39][C:38]=2[Cl:43])[CH2:32][C:31]1([CH3:45])[CH3:44])[C@@H:16]([OH:28])[CH2:17][C@H:18]([C:21](=[O:27])[NH:22][CH2:23]C(C)C)[CH2:19][CH3:20])(C)(C)C.[C:47]([OH:54])(=[O:53])/[CH:48]=[CH:49]/[C:50]([OH:52])=[O:51].[CH2:55]([NH:59][C:60](=[O:86])[C@H:61]([CH2:84][CH3:85])[CH2:62][C@H:63]([OH:83])[C@@H:64]([NH2:82])[CH2:65][N:66]1[CH2:71][C:70](=[O:72])[N:69]([C:73]2[CH:78]=[CH:77][CH:76]=[CH:75][C:74]=2[Cl:79])[CH2:68][C:67]1([CH3:81])[CH3:80])[CH:56]([CH3:58])[CH3:57].